From a dataset of Forward reaction prediction with 1.9M reactions from USPTO patents (1976-2016). Predict the product of the given reaction. (1) The product is: [CH3:8][C:6]1[N:5]=[CH:4][C:3]2[CH:9]=[N:12][NH:13][C:2]=2[CH:7]=1. Given the reactants Cl[C:2]1[CH:7]=[C:6]([CH3:8])[N:5]=[CH:4][C:3]=1[CH:9]=O.O.[NH2:12][NH2:13], predict the reaction product. (2) Given the reactants [C:1]([O:4][CH2:5][C:6]([CH3:36])([CH3:35])[CH2:7][N:8]1[C:14]2[CH:15]=[CH:16][C:17]([Cl:19])=[CH:18][C:13]=2[C@@H:12]([C:20]2[CH:25]=[CH:24][CH:23]=[C:22]([O:26][CH3:27])[C:21]=2[O:28][CH3:29])[O:11][C@H:10]([CH2:30][C:31]([OH:33])=O)[C:9]1=[O:34])(=[O:3])[CH3:2].[NH4+].O[N:39]1C2C=CC=CC=2N=N1.Cl.C(N=C=NCCCN(C)C)C.O, predict the reaction product. The product is: [C:1]([O:4][CH2:5][C:6]([CH3:36])([CH3:35])[CH2:7][N:8]1[C:14]2[CH:15]=[CH:16][C:17]([Cl:19])=[CH:18][C:13]=2[C@@H:12]([C:20]2[CH:25]=[CH:24][CH:23]=[C:22]([O:26][CH3:27])[C:21]=2[O:28][CH3:29])[O:11][C@H:10]([CH2:30][C:31]([NH2:39])=[O:33])[C:9]1=[O:34])(=[O:3])[CH3:2]. (3) Given the reactants [CH3:1][O:2][C:3]1[CH:44]=[C:43]([O:45][CH3:46])[CH:42]=[CH:41][C:4]=1[CH2:5][NH:6][CH2:7][C:8]1[CH:13]=[CH:12][N:11]=[C:10]2[N:14](S(C3C=CC(C)=CC=3)(=O)=O)[C:15]([C:17]3[C:25]4[C:20](=[CH:21][C:22]([O:28][CH3:29])=[C:23]([O:26][CH3:27])[CH:24]=4)[N:19]([CH3:30])[CH:18]=3)=[CH:16][C:9]=12.[OH-].[K+], predict the reaction product. The product is: [CH3:1][O:2][C:3]1[CH:44]=[C:43]([O:45][CH3:46])[CH:42]=[CH:41][C:4]=1[CH2:5][NH:6][CH2:7][C:8]1[CH:13]=[CH:12][N:11]=[C:10]2[NH:14][C:15]([C:17]3[C:25]4[C:20](=[CH:21][C:22]([O:28][CH3:29])=[C:23]([O:26][CH3:27])[CH:24]=4)[N:19]([CH3:30])[CH:18]=3)=[CH:16][C:9]=12. (4) Given the reactants [N:1]1([C:10]2[CH:15]=[CH:14][N:13]=[C:12]([NH:16][CH:17]3[CH2:26][CH2:25][C:20]4(OCC[O:21]4)[CH2:19][CH2:18]3)[N:11]=2)[C:5]2[CH:6]=[CH:7][CH:8]=[CH:9][C:4]=2[N:3]=[N:2]1.Cl.C([O-])(O)=O.[Na+], predict the reaction product. The product is: [N:1]1([C:10]2[CH:15]=[CH:14][N:13]=[C:12]([NH:16][CH:17]3[CH2:18][CH2:19][C:20](=[O:21])[CH2:25][CH2:26]3)[N:11]=2)[C:5]2[CH:6]=[CH:7][CH:8]=[CH:9][C:4]=2[N:3]=[N:2]1.